Predict the product of the given reaction. From a dataset of Forward reaction prediction with 1.9M reactions from USPTO patents (1976-2016). The product is: [CH2:1]([O:3][C:4](=[O:24])[CH2:5][C:6]1[CH:7]=[CH:8][C:9]([S:12][C:13]2[C:21]3[C:16](=[CH:17][C:18]([Cl:22])=[CH:19][CH:20]=3)[N:15]([C:26]3[CH:27]=[N:28][N:29]([CH2:31][CH3:32])[CH:30]=3)[C:14]=2[CH3:23])=[CH:10][CH:11]=1)[CH3:2]. Given the reactants [CH2:1]([O:3][C:4](=[O:24])[CH2:5][C:6]1[CH:11]=[CH:10][C:9]([S:12][C:13]2[C:21]3[C:16](=[CH:17][C:18]([Cl:22])=[CH:19][CH:20]=3)[NH:15][C:14]=2[CH3:23])=[CH:8][CH:7]=1)[CH3:2].Br[C:26]1[CH:27]=[N:28][N:29]([CH2:31][CH3:32])[CH:30]=1, predict the reaction product.